Task: Predict the product of the given reaction.. Dataset: Forward reaction prediction with 1.9M reactions from USPTO patents (1976-2016) (1) Given the reactants [ClH:1].[NH2:2][C:3]1[NH:4][CH:5]=[C:6]([CH2:8][CH2:9][CH2:10][NH:11][C:12]([C:14]2[NH:15][CH:16]=[CH:17][CH:18]=2)=[O:13])[N:7]=1.[ClH:19].Cl.NCCCC1N=C(N)NC=1, predict the reaction product. The product is: [ClH:1].[NH2:2][C:3]1[NH:4][CH:5]=[C:6]([CH2:8][CH2:9][CH2:10][NH:11][C:12]([C:14]2[NH:15][C:16]([Cl:19])=[C:17]([Cl:1])[CH:18]=2)=[O:13])[N:7]=1. (2) Given the reactants Br[C:2]1[CH:3]=[C:4]([NH:10][C:11]2[O:12][C:13]([CH3:16])=[CH:14][N:15]=2)[C:5](=[O:9])[N:6]([CH3:8])[CH:7]=1.[C:17]([O:20][CH2:21][C:22]1[C:23]([N:37]2[CH2:48][CH2:47][N:46]3[C:39](=[CH:40][C:41]4[CH2:42][C:43]([CH3:50])([CH3:49])[CH2:44][C:45]=43)[C:38]2=[O:51])=[N:24][CH:25]=[CH:26][C:27]=1B1OC(C)(C)C(C)(C)O1)(=[O:19])[CH3:18].[O-]P([O-])([O-])=O.[K+].[K+].[K+].C([O-])(=O)C.[Na+], predict the reaction product. The product is: [C:17]([O:20][CH2:21][C:22]1[C:23]([N:37]2[CH2:48][CH2:47][N:46]3[C:39](=[CH:40][C:41]4[CH2:42][C:43]([CH3:50])([CH3:49])[CH2:44][C:45]=43)[C:38]2=[O:51])=[N:24][CH:25]=[CH:26][C:27]=1[C:2]1[CH:3]=[C:4]([NH:10][C:11]2[O:12][C:13]([CH3:16])=[CH:14][N:15]=2)[C:5](=[O:9])[N:6]([CH3:8])[CH:7]=1)(=[O:19])[CH3:18]. (3) Given the reactants [CH2:1](I)[CH3:2].[NH2:4][C:5]1[N:10]=[C:9]([CH:11]2[CH2:16][CH2:15][CH2:14][N:13]([C:17]([O:19][C:20]([CH3:23])([CH3:22])[CH3:21])=[O:18])[CH2:12]2)[CH:8]=[C:7]([C:24]2[C:29]([OH:30])=[CH:28][CH:27]=[CH:26][C:25]=2[OH:31])[N:6]=1.C(=O)([O-])[O-].[K+].[K+].CN(C=O)C, predict the reaction product. The product is: [NH2:4][C:5]1[N:10]=[C:9]([CH:11]2[CH2:16][CH2:15][CH2:14][N:13]([C:17]([O:19][C:20]([CH3:23])([CH3:21])[CH3:22])=[O:18])[CH2:12]2)[CH:8]=[C:7]([C:24]2[C:25]([OH:31])=[CH:26][CH:27]=[CH:28][C:29]=2[O:30][CH2:1][CH3:2])[N:6]=1. (4) Given the reactants [C:1]([C:3]1[CH:4]=[C:5]([CH:8]=[CH:9][CH:10]=1)[CH:6]=O)#[N:2].[C:11]([NH:14][NH2:15])([NH2:13])=[NH:12].[ClH:16], predict the reaction product. The product is: [ClH:16].[C:1]([C:3]1[CH:4]=[C:5]([CH:8]=[CH:9][CH:10]=1)[CH:6]=[N:15][NH:14][C:11]([NH2:13])=[NH:12])#[N:2]. (5) Given the reactants [F:1][C:2]1[CH:7]=[CH:6][C:5]([C:8](=O)[CH2:9][CH2:10][CH2:11][CH2:12][N:13]2[CH2:18][CH2:17][CH:16]([C:19]3[CH:20]=[C:21]([NH:25][C:26](=[O:30])[CH:27]([CH3:29])[CH3:28])[CH:22]=[CH:23][CH:24]=3)[CH2:15][CH2:14]2)=[CH:4][CH:3]=1.Cl.[C:33]1([NH:43]N)[C:42]2[C:37](=[CH:38][CH:39]=[CH:40][CH:41]=2)[CH:36]=[CH:35][CH:34]=1, predict the reaction product. The product is: [F:1][C:2]1[CH:7]=[CH:6][C:5]([C:8]2[NH:43][C:33]3[C:34]([C:9]=2[CH2:10][CH2:11][CH2:12][N:13]2[CH2:18][CH2:17][CH:16]([C:19]4[CH:20]=[C:21]([NH:25][C:26](=[O:30])[CH:27]([CH3:29])[CH3:28])[CH:22]=[CH:23][CH:24]=4)[CH2:15][CH2:14]2)=[CH:35][CH:36]=[C:37]2[CH:38]=[CH:39][CH:40]=[CH:41][C:42]=32)=[CH:4][CH:3]=1. (6) Given the reactants [BH4-].[Na+].[C:3]([C:6]1[C:7]2[CH:32]=[CH:31][CH:30]=[CH:29][C:8]=2[S:9][C:10]=1[N:11]([CH2:17][C:18]1[CH:23]=[CH:22][C:21]([F:24])=[C:20]([C:25]([F:28])([F:27])[F:26])[CH:19]=1)[S:12]([CH2:15][CH3:16])(=[O:14])=[O:13])(=[O:5])[CH3:4], predict the reaction product. The product is: [F:24][C:21]1[CH:22]=[CH:23][C:18]([CH2:17][N:11]([C:10]2[S:9][C:8]3[CH:29]=[CH:30][CH:31]=[CH:32][C:7]=3[C:6]=2[CH:3]([OH:5])[CH3:4])[S:12]([CH2:15][CH3:16])(=[O:13])=[O:14])=[CH:19][C:20]=1[C:25]([F:28])([F:26])[F:27].